The task is: Regression. Given two drug SMILES strings and cell line genomic features, predict the synergy score measuring deviation from expected non-interaction effect.. This data is from NCI-60 drug combinations with 297,098 pairs across 59 cell lines. (1) Drug 1: CC12CCC(CC1=CCC3C2CCC4(C3CC=C4C5=CN=CC=C5)C)O. Drug 2: C(=O)(N)NO. Cell line: A549. Synergy scores: CSS=4.76, Synergy_ZIP=-2.79, Synergy_Bliss=-1.87, Synergy_Loewe=-3.44, Synergy_HSA=-1.74. (2) Drug 1: C1=CC(=CC=C1CCCC(=O)O)N(CCCl)CCCl. Drug 2: CC1=C2C(C(=O)C3(C(CC4C(C3C(C(C2(C)C)(CC1OC(=O)C(C(C5=CC=CC=C5)NC(=O)C6=CC=CC=C6)O)O)OC(=O)C7=CC=CC=C7)(CO4)OC(=O)C)O)C)OC(=O)C. Cell line: 786-0. Synergy scores: CSS=67.5, Synergy_ZIP=-4.80, Synergy_Bliss=-3.81, Synergy_Loewe=-12.7, Synergy_HSA=0.999.